This data is from Full USPTO retrosynthesis dataset with 1.9M reactions from patents (1976-2016). The task is: Predict the reactants needed to synthesize the given product. (1) Given the product [F:1][C:2]1[CH:3]=[C:4]([C:13]2[CH:18]=[CH:17][C:16]([O:19][CH2:20][CH:21]3[CH2:22][CH2:23][N:24]([CH2:27][C:28]4([C:32]([F:35])([F:33])[F:34])[CH2:29][CH2:30][CH2:31]4)[CH2:25][CH2:26]3)=[C:15]([F:36])[CH:14]=2)[CH:5]=[CH:6][C:7]=1[C:8]([OH:10])=[O:9], predict the reactants needed to synthesize it. The reactants are: [F:1][C:2]1[CH:3]=[C:4]([C:13]2[CH:18]=[CH:17][C:16]([O:19][CH2:20][CH:21]3[CH2:26][CH2:25][N:24]([CH2:27][C:28]4([C:32]([F:35])([F:34])[F:33])[CH2:31][CH2:30][CH2:29]4)[CH2:23][CH2:22]3)=[C:15]([F:36])[CH:14]=2)[CH:5]=[CH:6][C:7]=1[C:8]([O:10]CC)=[O:9].O[Li].O. (2) Given the product [F:24][C:2]([F:1])([F:23])[CH2:3][CH2:4][CH2:5][O:6][C:7](=[O:22])[N:8]([C@@H:10]1[C@@H:14]([C:15]2[CH:16]=[CH:17][C:18]([Cl:21])=[CH:19][CH:20]=2)[CH2:13][N:12]([C:37]([CH:34]2[CH2:33][CH2:32][N:31]([C:29]([C:26]3([CH3:25])[CH2:28][CH2:27]3)=[O:30])[CH2:36][CH2:35]2)=[O:38])[CH2:11]1)[CH3:9].[F:24][C:2]([F:1])([F:23])[CH2:3][CH2:4][CH2:5][O:6][C:7](=[O:22])[N:8]([C@H:10]1[C@H:14]([C:15]2[CH:16]=[CH:17][C:18]([Cl:21])=[CH:19][CH:20]=2)[CH2:13][N:12]([C:37]([CH:34]2[CH2:33][CH2:32][N:31]([C:29]([C:26]3([CH3:25])[CH2:27][CH2:28]3)=[O:30])[CH2:36][CH2:35]2)=[O:39])[CH2:11]1)[CH3:9], predict the reactants needed to synthesize it. The reactants are: [F:1][C:2]([F:24])([F:23])[CH2:3][CH2:4][CH2:5][O:6][C:7](=[O:22])[N:8]([C@@H:10]1[C@@H:14]([C:15]2[CH:20]=[CH:19][C:18]([Cl:21])=[CH:17][CH:16]=2)[CH2:13][NH:12][CH2:11]1)[CH3:9].[CH3:25][C:26]1([C:29]([N:31]2[CH2:36][CH2:35][CH:34]([C:37]([OH:39])=[O:38])[CH2:33][CH2:32]2)=[O:30])[CH2:28][CH2:27]1. (3) The reactants are: O=[CH:2][CH2:3][CH2:4][CH2:5][CH2:6][CH2:7][C:8]([OH:10])=[O:9].[NH3:11].[H][H]. Given the product [NH2:11][CH2:2][CH2:3][CH2:4][CH2:5][CH2:6][CH2:7][C:8]([OH:10])=[O:9], predict the reactants needed to synthesize it. (4) Given the product [NH2:12][S:9]([C:4]1[C:3]([OH:13])=[C:2]([NH:1][C:19]([NH:18][CH:14]([CH2:16][CH3:17])[CH3:15])=[O:20])[CH:7]=[CH:6][C:5]=1[Cl:8])(=[O:11])=[O:10], predict the reactants needed to synthesize it. The reactants are: [NH2:1][C:2]1[C:3]([OH:13])=[C:4]([S:9]([NH2:12])(=[O:11])=[O:10])[C:5]([Cl:8])=[CH:6][CH:7]=1.[CH:14]([N:18]=[C:19]=[O:20])([CH2:16][CH3:17])[CH3:15].